Dataset: Forward reaction prediction with 1.9M reactions from USPTO patents (1976-2016). Task: Predict the product of the given reaction. (1) Given the reactants [CH:1]1([N:4]2[C:13]([C:14]#[N:15])=[C:12]([C:16]3[CH:21]=[CH:20][CH:19]=[C:18]([F:22])[CH:17]=3)[C:11]3[C:6](=[CH:7][CH:8]=[C:9]([OH:23])[CH:10]=3)[C:5]2=[O:24])[CH2:3][CH2:2]1.C([O-])([O-])=O.[K+].[K+].O([CH2:39][C:40]([F:43])([F:42])[F:41])S(C(F)(F)F)(=O)=O.C([O-])(O)=O.[Na+], predict the reaction product. The product is: [CH:1]1([N:4]2[C:13]([C:14]#[N:15])=[C:12]([C:16]3[CH:21]=[CH:20][CH:19]=[C:18]([F:22])[CH:17]=3)[C:11]3[C:6](=[CH:7][CH:8]=[C:9]([O:23][CH2:39][C:40]([F:43])([F:42])[F:41])[CH:10]=3)[C:5]2=[O:24])[CH2:2][CH2:3]1. (2) Given the reactants [F:1][C:2]1[CH:7]=[CH:6][C:5]([CH2:8][CH2:9][C:10]([O:12][CH3:13])=[O:11])=[C:4]([OH:14])[CH:3]=1.[N+](C1C=C(S(O[CH2:28][C@@H:29]2[CH2:31][O:30]2)(=O)=O)C=CC=1)([O-])=O.C([O-])([O-])=O.[Cs+].[Cs+], predict the reaction product. The product is: [CH3:13][O:12][C:10](=[O:11])[CH2:9][CH2:8][C:5]1[CH:6]=[CH:7][C:2]([F:1])=[CH:3][C:4]=1[O:14][CH2:28][C@@H:29]1[CH2:31][O:30]1. (3) Given the reactants [S:1]([C:11]1[CH:19]=[CH:18][CH:17]=[CH:16][C:12]=1[C:13](O)=[O:14])[C:2]1[CH:10]=[CH:9][CH:8]=[CH:7][C:3]=1[C:4](O)=[O:5].B.O, predict the reaction product. The product is: [OH:5][CH2:4][C:3]1[CH:7]=[CH:8][CH:9]=[CH:10][C:2]=1[S:1][C:11]1[C:12]([CH2:13][OH:14])=[CH:16][CH:17]=[CH:18][CH:19]=1. (4) Given the reactants [CH3:1][N:2]1[CH2:7][CH2:6][N:5]([C:8]2[CH:9]=[N:10][C:11]([C:14]3[O:22][C:17]4=[CH:18][N:19]=[CH:20][CH:21]=[C:16]4[C:15]=3[NH:23][C:24]3[CH:25]=[C:26]4[C:30](=[CH:31][CH:32]=3)[C:29](=[O:33])[CH2:28][CH2:27]4)=[N:12][CH:13]=2)[CH2:4][CH2:3]1.CC(S(N)=O)(C)C, predict the reaction product. The product is: [CH3:1][N:2](/[CH:7]=[C:28]1\[C:29](=[O:33])[C:30]2[C:26]([CH2:27]\1)=[CH:25][C:24]([NH:23][C:15]1[C:16]3[C:17](=[CH:18][N:19]=[CH:20][CH:21]=3)[O:22][C:14]=1[C:11]1[N:10]=[CH:9][C:8]([N:5]3[CH2:4][CH2:3][N:2]([CH3:1])[CH2:7][CH2:6]3)=[CH:13][N:12]=1)=[CH:32][CH:31]=2)[CH3:3]. (5) Given the reactants [CH3:1][C:2]1[N:7]=[CH:6][C:5]([C:8]2[CH:9]=[CH:10][C:11]3[N:17]4[CH2:18][C@H:14]([CH2:15][CH2:16]4)[NH:13][C:12]=3[N:19]=2)=[CH:4][CH:3]=1.C(N(CC)CC)C.ClC(Cl)(O[C:31](=[O:37])OC(Cl)(Cl)Cl)Cl.[F:39][C:40]1[CH:49]=[CH:48][C:43]2[N:44]=[C:45]([NH2:47])[S:46][C:42]=2[CH:41]=1, predict the reaction product. The product is: [F:39][C:40]1[CH:49]=[CH:48][C:43]2[N:44]=[C:45]([NH:47][C:31]([N:13]3[C@@H:14]4[CH2:18][N:17]([CH2:16][CH2:15]4)[C:11]4[CH:10]=[CH:9][C:8]([C:5]5[CH:6]=[N:7][C:2]([CH3:1])=[CH:3][CH:4]=5)=[N:19][C:12]3=4)=[O:37])[S:46][C:42]=2[CH:41]=1.